From a dataset of Full USPTO retrosynthesis dataset with 1.9M reactions from patents (1976-2016). Predict the reactants needed to synthesize the given product. (1) Given the product [CH3:1][O:2][C:3]1[CH:4]=[CH:5][C:6]([C@H:9]2[C:18]3[C:13](=[CH:14][C:15]([O:19][CH2:20][CH2:21][CH2:22][O:23][S:37]([CH3:36])(=[O:39])=[O:38])=[CH:16][CH:17]=3)[C@@H:12]3[CH2:24][CH2:25][CH2:26][N:11]3[CH2:10]2)=[CH:7][CH:8]=1, predict the reactants needed to synthesize it. The reactants are: [CH3:1][O:2][C:3]1[CH:8]=[CH:7][C:6]([C@H:9]2[C:18]3[C:13](=[CH:14][C:15]([O:19][CH2:20][CH2:21][CH2:22][OH:23])=[CH:16][CH:17]=3)[C@@H:12]3[CH2:24][CH2:25][CH2:26][N:11]3[CH2:10]2)=[CH:5][CH:4]=1.CCN(C(C)C)C(C)C.[CH3:36][S:37](Cl)(=[O:39])=[O:38]. (2) The reactants are: [CH2:1]([NH:3][C:4]1[CH:9]=[C:8]([O:10][CH3:11])[CH:7]=[CH:6][C:5]=1[C@@H:12]1[CH2:21][CH2:20][C:19]2[CH:18]=[C:17]([O:22]C(=O)C(C)(C)C)[CH:16]=[CH:15][C:14]=2[CH2:13]1)[CH3:2].C(O[C:34]([N:36]1[CH2:41][CH2:40][CH:39]([C:42]2[CH:47]=[CH:46][C:45]([C:48](O)=O)=[CH:44][CH:43]=2)[CH2:38][CH2:37]1)=O)(C)(C)C. Given the product [CH2:1]([N:3]([CH2:48][C:45]1[CH:44]=[CH:43][C:42]([CH:39]2[CH2:38][CH2:37][N:36]([CH3:34])[CH2:41][CH2:40]2)=[CH:47][CH:46]=1)[C:4]1[CH:9]=[C:8]([O:10][CH3:11])[CH:7]=[CH:6][C:5]=1[C@@H:12]1[CH2:21][CH2:20][C:19]2[CH:18]=[C:17]([OH:22])[CH:16]=[CH:15][C:14]=2[CH2:13]1)[CH3:2], predict the reactants needed to synthesize it. (3) Given the product [F:8][C:2]1[CH:21]=[CH:22][C:17]([C:17]2[CH:18]=[CH:19][CH:20]=[CH:21][CH:22]=2)=[CH:18][CH:19]=1, predict the reactants needed to synthesize it. The reactants are: F[C:2]([F:8])(F)S([O-])(=O)=O.FC(F)(F)S([O-])(=O)=O.[C:17]1(I([N+]2C=CC(OC)=CC=2)[N+]2C=CC(OC)=CC=2)[CH:22]=[CH:21][CH:20]=[CH:19][CH:18]=1. (4) Given the product [F:30][C:21]1[C:22]([C:26]([F:29])([F:27])[F:28])=[CH:23][CH:24]=[CH:25][C:20]=1[C:17]1[O:18][CH:19]=[C:15]([CH2:14][N:3]2[CH:7]=[C:6]([C:8]([O:10][CH2:11][CH3:12])=[O:9])[CH:5]=[N:4]2)[N:16]=1, predict the reactants needed to synthesize it. The reactants are: [H-].[Na+].[NH:3]1[CH:7]=[C:6]([C:8]([O:10][CH2:11][CH3:12])=[O:9])[CH:5]=[N:4]1.Cl[CH2:14][C:15]1[N:16]=[C:17]([C:20]2[CH:25]=[CH:24][CH:23]=[C:22]([C:26]([F:29])([F:28])[F:27])[C:21]=2[F:30])[O:18][CH:19]=1.C(O)(=O)CC(CC(O)=O)(C(O)=O)O.